The task is: Predict the reaction yield, written as a fraction of the theoretical maximum amount of product (1.0 means a 100% yield; for example, 0.34 means a 34% yield).. This data is from Reaction yield outcomes from USPTO patents with 853,638 reactions. (1) The reactants are [C:1]([OH:11])(=[O:10])[CH:2]([C:4]1[CH:9]=[CH:8][CH:7]=[CH:6][CH:5]=1)[OH:3].[C:12](OC(=O)C)(=[O:14])[CH3:13].CCOCC. The catalyst is CN(C1C=CN=CC=1)C.CCOC(C)=O. The product is [C:12]([O:3][C@@H:2]([C:4]1[CH:9]=[CH:8][CH:7]=[CH:6][CH:5]=1)[C:1]([OH:11])=[O:10])(=[O:14])[CH3:13]. The yield is 0.730. (2) The reactants are [Cl:1][C:2]1[CH:27]=[CH:26][CH:25]=[CH:24][C:3]=1[CH2:4][C:5]1[C:12](=[O:13])[N:8]2[CH2:9][CH2:10][CH2:11][N:7]2[C:6]=1[C:14]1[CH:19]=[CH:18][N:17]=[C:16](S(C)(=O)=O)[N:15]=1.[CH3:28][CH:29]([NH2:36])[C:30]1[CH:35]=[CH:34][CH:33]=[CH:32][CH:31]=1. The catalyst is CN1C(=O)CCC1.CO. The product is [Cl:1][C:2]1[CH:27]=[CH:26][CH:25]=[CH:24][C:3]=1[CH2:4][C:5]1[C:12](=[O:13])[N:8]2[CH2:9][CH2:10][CH2:11][N:7]2[C:6]=1[C:14]1[CH:19]=[CH:18][N:17]=[C:16]([NH:36][C@H:29]([C:30]2[CH:35]=[CH:34][CH:33]=[CH:32][CH:31]=2)[CH3:28])[N:15]=1. The yield is 0.230.